Dataset: Full USPTO retrosynthesis dataset with 1.9M reactions from patents (1976-2016). Task: Predict the reactants needed to synthesize the given product. (1) Given the product [CH:2]([O:34][CH:21]([CH3:20])[CH3:22])([CH3:7])[CH3:3].[NH2:10][C:3]1[CH:4]=[C:5]([O:8][CH3:9])[CH:6]=[CH:7][C:2]=1[NH-:1], predict the reactants needed to synthesize it. The reactants are: [NH2:1][C:2]1[CH:7]=[CH:6][C:5]([O:8][CH3:9])=[CH:4][C:3]=1[NH2:10].C(N(CC)CC)C.C1C=[CH:20][C:21](=[O:34])[C:22]2C=1C(C(Cl)=O)=C1C=2C=CC=C1. (2) The reactants are: O=C1CCC(=O)N1O[C:9]([C:11]1[O:15][C:14]([C:16]2[CH:21]=[CH:20][CH:19]=[CH:18][CH:17]=2)=[N:13][C:12]=1[CH3:22])=[O:10].[N:23]1([C:29]2[N:34]=[CH:33][C:32]([NH2:35])=[CH:31][CH:30]=2)[CH2:28][CH2:27][O:26][CH2:25][CH2:24]1. Given the product [N:23]1([C:29]2[N:34]=[CH:33][C:32]([NH:35][C:9]([C:11]3[O:15][C:14]([C:16]4[CH:17]=[CH:18][CH:19]=[CH:20][CH:21]=4)=[N:13][C:12]=3[CH3:22])=[O:10])=[CH:31][CH:30]=2)[CH2:28][CH2:27][O:26][CH2:25][CH2:24]1, predict the reactants needed to synthesize it. (3) Given the product [F:14][C:4]1[CH:5]=[C:6]([CH:7]=[C:8]([N+:9]([O-:11])=[O:10])[C:3]=1[O:2][CH3:1])[CH2:12][P:15](=[O:16])([O:20][CH2:21][CH3:22])[O:17][CH2:18][CH3:19], predict the reactants needed to synthesize it. The reactants are: [CH3:1][O:2][C:3]1[C:8]([N+:9]([O-:11])=[O:10])=[CH:7][C:6]([CH2:12]Br)=[CH:5][C:4]=1[F:14].[P:15](OCC)([O:20][CH2:21][CH3:22])([O:17][CH2:18][CH3:19])=[O:16]. (4) Given the product [CH3:16][O:15][C:13](=[O:14])[N:3]([CH2:1][CH3:2])[C:4]1[CH2:8][CH2:7][C:6](=[O:9])[CH:5]=1, predict the reactants needed to synthesize it. The reactants are: [CH2:1]([NH:3][C:4]1[CH2:8][CH2:7][C:6](=[O:9])[CH:5]=1)[CH3:2].[H-].[Na+].Cl[C:13]([O:15][CH3:16])=[O:14]. (5) Given the product [C:35]([N:29]1[CH2:34][CH2:33][N:32]([CH2:2][C:3]([NH:5][C:6]2[CH:11]=[C:10]([C:12]3[NH:20][C:19]4[C:14](=[N:15][CH:16]=[C:17]([Cl:21])[CH:18]=4)[C:13]=3[C:22]3[CH:27]=[CH:26][C:25]([F:28])=[CH:24][N:23]=3)[CH:9]=[CH:8][N:7]=2)=[O:4])[CH2:31][CH2:30]1)(=[O:37])[CH3:36], predict the reactants needed to synthesize it. The reactants are: Cl[CH2:2][C:3]([NH:5][C:6]1[CH:11]=[C:10]([C:12]2[NH:20][C:19]3[C:14](=[N:15][CH:16]=[C:17]([Cl:21])[CH:18]=3)[C:13]=2[C:22]2[CH:27]=[CH:26][C:25]([F:28])=[CH:24][N:23]=2)[CH:9]=[CH:8][N:7]=1)=[O:4].[N:29]1([C:35](=[O:37])[CH3:36])[CH2:34][CH2:33][NH:32][CH2:31][CH2:30]1.C(O)(C(F)(F)F)=O. (6) Given the product [OH:1][C:2]1[CH:10]=[CH:9][CH:8]=[CH:7][C:3]=1[C:4]([O:6][CH3:12])=[O:5], predict the reactants needed to synthesize it. The reactants are: [OH:1][C:2]1[CH:10]=[CH:9][CH:8]=[CH:7][C:3]=1[C:4]([OH:6])=[O:5].Cl.[CH3:12]O. (7) Given the product [CH3:31][C:25]1[CH:26]=[CH:27][CH:28]=[C:29]([CH3:30])[C:24]=1[CH2:23][O:3][C:4]1[C:5]2[N:6]([C:17]([CH3:21])=[C:18]([CH3:20])[N:19]=2)[CH:7]=[C:8]([N:10]2[CH2:15][CH2:14][CH2:13][CH2:12][C:11]2=[O:16])[CH:9]=1, predict the reactants needed to synthesize it. The reactants are: [H-].[Na+].[OH:3][C:4]1[C:5]2[N:6]([C:17]([CH3:21])=[C:18]([CH3:20])[N:19]=2)[CH:7]=[C:8]([N:10]2[CH:15]=[CH:14][CH:13]=[CH:12][C:11]2=[O:16])[CH:9]=1.Cl[CH2:23][C:24]1[C:29]([CH3:30])=[CH:28][CH:27]=[CH:26][C:25]=1[CH3:31].